This data is from Reaction yield outcomes from USPTO patents with 853,638 reactions. The task is: Predict the reaction yield, written as a fraction of the theoretical maximum amount of product (1.0 means a 100% yield; for example, 0.34 means a 34% yield). (1) The reactants are [CH3:1][S:2][C:3]1[N:12]([CH3:13])[C:11](=[O:14])[C:10]2[C:5](=[CH:6][CH:7]=[C:8]([N+:15]([O-])=O)[CH:9]=2)[N:4]=1.O.O.[Sn](Cl)Cl.[BH4-].[Na+].[OH-].[Na+]. The catalyst is C(O)C.O. The product is [NH2:15][C:8]1[CH:9]=[C:10]2[C:5](=[CH:6][CH:7]=1)[N:4]=[C:3]([S:2][CH3:1])[N:12]([CH3:13])[C:11]2=[O:14]. The yield is 0.417. (2) The catalyst is C1COCC1. The product is [C:2]([C:4]1[CH:5]=[C:6]2[C:10](=[CH:11][CH:12]=1)[NH:9][CH:8]=[C:7]2[CH2:13][CH2:14][CH2:15][CH2:16][N:17]1[CH2:22][CH2:21][N:20]([C:23]2[CH:24]=[CH:25][C:26]3[O:30][C:29]([C:31]([NH2:39])=[O:33])=[CH:28][C:27]=3[CH:36]=2)[CH2:19][CH2:18]1)#[N:3]. The reactants are Cl.[C:2]([C:4]1[CH:5]=[C:6]2[C:10](=[CH:11][CH:12]=1)[NH:9][CH:8]=[C:7]2[CH2:13][CH2:14][CH2:15][CH2:16][N:17]1[CH2:22][CH2:21][N:20]([C:23]2[CH:24]=[CH:25][C:26]3[O:30][C:29]([C:31]([O:33]CC)=O)=[CH:28][C:27]=3[CH:36]=2)[CH2:19][CH2:18]1)#[N:3].C([NH2:39])=O.CC[O-].[Na+].O. The yield is 0.930. (3) The reactants are [CH2:1]([CH:8]1[CH2:12][O:11][C:10](=[O:13])[N:9]1[C:14](=[O:44])[CH:15]([C:20]1[CH:21]=[C:22]([C:34]2[CH:39]=[CH:38][C:37]([C:40]([F:43])([F:42])[F:41])=[CH:36][CH:35]=2)[CH:23]=[C:24]([O:26]CC2C=CC=CC=2)[CH:25]=1)[CH2:16][C:17]([CH3:19])=[CH2:18])[C:2]1[CH:7]=[CH:6][CH:5]=[CH:4][CH:3]=1. The catalyst is CO.[Pd]. The product is [CH2:1]([CH:8]1[CH2:12][O:11][C:10](=[O:13])[N:9]1[C:14](=[O:44])[CH:15]([C:20]1[CH:21]=[C:22]([C:34]2[CH:35]=[CH:36][C:37]([C:40]([F:42])([F:41])[F:43])=[CH:38][CH:39]=2)[CH:23]=[C:24]([OH:26])[CH:25]=1)[CH2:16][CH:17]([CH3:19])[CH3:18])[C:2]1[CH:7]=[CH:6][CH:5]=[CH:4][CH:3]=1. The yield is 0.930. (4) The reactants are [C:1]([O:5][C:6](=[O:18])[N:7]([C:9]1[CH:14]=[CH:13][CH:12]=[C:11]([CH2:15][CH2:16][OH:17])[N:10]=1)[CH3:8])([CH3:4])([CH3:3])[CH3:2].[CH3:19][C:20]1[CH:21]=[C:22](O)[CH:23]=[CH:24][C:25]=1[N+:26]([O-:28])=[O:27]. No catalyst specified. The product is [C:1]([O:5][C:6](=[O:18])[N:7]([CH3:8])[C:9]1[CH:14]=[CH:13][CH:12]=[C:11]([CH2:15][CH2:16][O:17][C:22]2[CH:23]=[CH:24][C:25]([N+:26]([O-:28])=[O:27])=[C:20]([CH3:19])[CH:21]=2)[N:10]=1)([CH3:3])([CH3:2])[CH3:4]. The yield is 0.810. (5) The catalyst is C(Cl)Cl.ClCCCl. The product is [CH2:1]([C@@H:8]1[CH2:12][O:11][C:10](=[O:13])[N:9]1[C:14](=[O:35])[C@H:15]([CH:32]1[CH2:33][CH2:34]1)[C@H:16]([C@H:18]1[CH2:22][O:21][C:20]([CH3:23])([CH3:24])[N:19]1[C:25]([O:27][C:28]([CH3:30])([CH3:29])[CH3:31])=[O:26])[O:17][Si:50]([C:53]([CH3:56])([CH3:55])[CH3:54])([CH3:52])[CH3:51])[C:2]1[CH:7]=[CH:6][CH:5]=[CH:4][CH:3]=1. The reactants are [CH2:1]([C@@H:8]1[CH2:12][O:11][C:10](=[O:13])[N:9]1[C:14](=[O:35])[C@H:15]([CH:32]1[CH2:34][CH2:33]1)[C@H:16]([C@H:18]1[CH2:22][O:21][C:20]([CH3:24])([CH3:23])[N:19]1[C:25]([O:27][C:28]([CH3:31])([CH3:30])[CH3:29])=[O:26])[OH:17])[C:2]1[CH:7]=[CH:6][CH:5]=[CH:4][CH:3]=1.N1C(C)=CC=CC=1C.FC(F)(F)S(O[Si:50]([C:53]([CH3:56])([CH3:55])[CH3:54])([CH3:52])[CH3:51])(=O)=O. The yield is 0.950.